Predict the reaction yield, written as a fraction of the theoretical maximum amount of product (1.0 means a 100% yield; for example, 0.34 means a 34% yield). From a dataset of Reaction yield outcomes from USPTO patents with 853,638 reactions. (1) The reactants are [CH:1]([N:4]1[C:12]2[CH:11]=[C:10]([O:13][CH3:14])[CH:9]=[C:8]([C:15]([OH:17])=[O:16])[C:7]=2[CH:6]=[CH:5]1)([CH3:3])[CH3:2].OS(O)(=O)=O.[CH3:23]O. No catalyst specified. The product is [CH3:23][O:16][C:15]([C:8]1[C:7]2[CH:6]=[CH:5][N:4]([CH:1]([CH3:3])[CH3:2])[C:12]=2[CH:11]=[C:10]([O:13][CH3:14])[CH:9]=1)=[O:17]. The yield is 0.324. (2) The product is [Cl:18][C:13]1[CH:14]=[N:15][N:16]([CH3:17])[C:12]=1[C:4]1[CH:5]=[C:6]([C:8]([OH:10])=[O:9])[O:7][C:3]=1[CH2:1][CH3:2]. The yield is 0.628. The reactants are [CH2:1]([C:3]1[O:7][C:6]([C:8]([O:10]C)=[O:9])=[CH:5][C:4]=1[C:12]1[N:16]([CH3:17])[N:15]=[CH:14][CH:13]=1)[CH3:2].[Cl:18]N1C(=O)CCC1=O.[OH-].[Na+]. The catalyst is O1CCCC1.